Dataset: Peptide-MHC class II binding affinity with 134,281 pairs from IEDB. Task: Regression. Given a peptide amino acid sequence and an MHC pseudo amino acid sequence, predict their binding affinity value. This is MHC class II binding data. (1) The peptide sequence is GLGSLTTLLRALGAQ. The MHC is DRB1_0901 with pseudo-sequence DRB1_0901. The binding affinity (normalized) is 0.280. (2) The peptide sequence is PAEARKVCYNAVLTH. The MHC is DRB1_0405 with pseudo-sequence DRB1_0405. The binding affinity (normalized) is 0.184. (3) The peptide sequence is YKLIDNSLILLECFV. The MHC is DRB1_1101 with pseudo-sequence DRB1_1101. The binding affinity (normalized) is 0.203. (4) The MHC is DRB1_0101 with pseudo-sequence DRB1_0101. The binding affinity (normalized) is 0.443. The peptide sequence is RLTQSHPILNMIDTK. (5) The peptide sequence is VGNWQYFFPVIFSKASDSLQLVFGIELMEVD. The MHC is DRB1_1302 with pseudo-sequence DRB1_1302. The binding affinity (normalized) is 0.561. (6) The peptide sequence is RLLSPVRVPNYNMII. The MHC is DRB1_1302 with pseudo-sequence DRB1_1302. The binding affinity (normalized) is 0.948. (7) The peptide sequence is QKRTLSLLQYARYPI. The MHC is DRB1_0101 with pseudo-sequence DRB1_0101. The binding affinity (normalized) is 0.684. (8) The peptide sequence is FKAAVAAAANAPPAD. The MHC is HLA-DQA10301-DQB10302 with pseudo-sequence HLA-DQA10301-DQB10302. The binding affinity (normalized) is 0.173.